Dataset: Forward reaction prediction with 1.9M reactions from USPTO patents (1976-2016). Task: Predict the product of the given reaction. (1) Given the reactants [CH2:1]([CH:3]([NH:6][C:7]1[CH:12]=[C:11]([CH3:13])[N:10]=[C:9]([O:14][C:15]2[C:22]([CH3:23])=[CH:21][C:18]([CH:19]=[O:20])=[CH:17][C:16]=2[CH3:24])[C:8]=1[CH3:25])[CH2:4][CH3:5])[CH3:2].[BH4-].[Na+], predict the reaction product. The product is: [CH2:1]([CH:3]([NH:6][C:7]1[CH:12]=[C:11]([CH3:13])[N:10]=[C:9]([O:14][C:15]2[C:16]([CH3:24])=[CH:17][C:18]([CH2:19][OH:20])=[CH:21][C:22]=2[CH3:23])[C:8]=1[CH3:25])[CH2:4][CH3:5])[CH3:2]. (2) The product is: [NH2:1][C:2]1[S:6][N:5]=[C:4]([CH3:7])[C:3]=1[C:8]([NH:19][C:18]1[CH:20]=[CH:21][C:22]([O:23][CH3:24])=[C:16]([F:15])[CH:17]=1)=[O:10]. Given the reactants [NH2:1][C:2]1[S:6][N:5]=[C:4]([CH3:7])[C:3]=1[C:8]([OH:10])=O.S(Cl)(Cl)=O.[F:15][C:16]1[CH:17]=[C:18]([CH:20]=[CH:21][C:22]=1[O:23][CH3:24])[NH2:19].C(N(CC)CC)C.Cl, predict the reaction product. (3) The product is: [CH3:38][O:37][C:35](=[O:36])[C:34]1[CH:39]=[CH:40][CH:41]=[C:32]([CH2:31][N:19]2[C:18](=[O:23])/[C:17](=[CH:16]/[C:12]3[CH:11]=[C:10]4[C:15](=[CH:14][CH:13]=3)[N:7]([CH2:6][C:5]3[CH:24]=[CH:25][C:2]([Cl:1])=[CH:3][C:4]=3[C:26]([F:27])([F:29])[F:28])[N:8]=[CH:9]4)/[S:21][C:20]2=[O:22])[CH:33]=1. Given the reactants [Cl:1][C:2]1[CH:25]=[CH:24][C:5]([CH2:6][N:7]2[C:15]3[C:10](=[CH:11][C:12](/[CH:16]=[C:17]4/[C:18](=[O:23])[NH:19][C:20](=[O:22])[S:21]/4)=[CH:13][CH:14]=3)[CH:9]=[N:8]2)=[C:4]([C:26]([F:29])([F:28])[F:27])[CH:3]=1.Br[CH2:31][C:32]1[CH:33]=[C:34]([CH:39]=[CH:40][CH:41]=1)[C:35]([O:37][CH3:38])=[O:36], predict the reaction product. (4) Given the reactants [CH2:1]([C:3]1[C:4]([O:15]C)=[N:5][C:6]([CH3:14])=[C:7]([N:9]2[CH:13]=[CH:12][CH:11]=[CH:10]2)[CH:8]=1)[CH3:2].[I-].[Na+].C(#N)C.Cl[Si](C)(C)C, predict the reaction product. The product is: [CH2:1]([C:3]1[C:4](=[O:15])[NH:5][C:6]([CH3:14])=[C:7]([N:9]2[CH:10]=[CH:11][CH:12]=[CH:13]2)[CH:8]=1)[CH3:2]. (5) Given the reactants CN(C)C=O.Br[CH2:7][CH2:8][CH2:9][CH2:10][CH2:11][CH2:12][C:13]([O:15][CH2:16][CH3:17])=[O:14].[I:18][C:19]1[CH:24]=[C:23]([I:25])[CH:22]=[C:21]([I:26])[C:20]=1[OH:27].C(=O)([O-])[O-].[K+].[K+], predict the reaction product. The product is: [I:18][C:19]1[CH:24]=[C:23]([I:25])[CH:22]=[C:21]([I:26])[C:20]=1[O:27][CH2:7][CH2:8][CH2:9][CH2:10][CH2:11][CH2:12][C:13]([O:15][CH2:16][CH3:17])=[O:14]. (6) Given the reactants Br[C:2]1[CH:24]=[N:23][C:5]2[N:6]([CH3:22])[C:7](=[O:21])[N:8]([CH2:11][CH2:12][CH2:13][O:14][CH:15]3[CH2:20][CH2:19][CH2:18][CH2:17][O:16]3)[C:9](=[O:10])[C:4]=2[C:3]=1C(C1C=CC(Cl)=CC=1)O.C([O-])([O-])=O.[Cs+].[Cs+].CN(C)CC(O)=O.[Cl:47][C:48]1[CH:53]=[CH:52][C:51]([OH:54])=[CH:50][CH:49]=1, predict the reaction product. The product is: [Cl:47][C:48]1[CH:53]=[CH:52][C:51]([O:54][C:2]2[CH:24]=[N:23][C:5]3[N:6]([CH3:22])[C:7](=[O:21])[N:8]([CH2:11][CH2:12][CH2:13][O:14][CH:15]4[CH2:20][CH2:19][CH2:18][CH2:17][O:16]4)[C:9](=[O:10])[C:4]=3[CH:3]=2)=[CH:50][CH:49]=1.